Dataset: Forward reaction prediction with 1.9M reactions from USPTO patents (1976-2016). Task: Predict the product of the given reaction. Given the reactants Br[C:2]1[CH:7]=[CH:6][C:5]([CH2:8][N:9]2[C:14](=[O:15])[C:13]([C:16]([NH:18][CH2:19][C:20]([OH:22])=[O:21])=[O:17])=[C:12]([OH:23])[C:11]([CH:24]([CH3:26])[CH3:25])=[N:10]2)=[C:4]([F:27])[CH:3]=1.[F:28][C:29]1[CH:34]=[CH:33][C:32](B(O)O)=[CH:31][CH:30]=1.C(=O)([O-])[O-].[K+].[K+].Cl, predict the reaction product. The product is: [F:27][C:4]1[CH:3]=[C:2]([C:32]2[CH:33]=[CH:34][C:29]([F:28])=[CH:30][CH:31]=2)[CH:7]=[CH:6][C:5]=1[CH2:8][N:9]1[C:14](=[O:15])[C:13]([C:16]([NH:18][CH2:19][C:20]([OH:22])=[O:21])=[O:17])=[C:12]([OH:23])[C:11]([CH:24]([CH3:26])[CH3:25])=[N:10]1.